This data is from Human liver microsome stability data. The task is: Regression/Classification. Given a drug SMILES string, predict its absorption, distribution, metabolism, or excretion properties. Task type varies by dataset: regression for continuous measurements (e.g., permeability, clearance, half-life) or binary classification for categorical outcomes (e.g., BBB penetration, CYP inhibition). Dataset: hlm. (1) The molecule is CC(C)Oc1ccccc1N1CCN([C@H]2CC[C@@H](NS(=O)(=O)c3ccc(Cl)cc3Cl)CC2)CC1. The result is 1 (stable in human liver microsomes). (2) The compound is COc1cc2nc3cc(Nc4ccccc4OC(F)(F)F)ccc3c(O)c2cc1F. The result is 0 (unstable in human liver microsomes). (3) The molecule is C[C@](O)(CS(=O)(=O)c1ccc(F)cc1)C(=O)Nc1ccc(C#N)c(C(F)(F)F)c1. The result is 0 (unstable in human liver microsomes). (4) The drug is NCC1(c2ccc3ccccc3c2)CCCCC1. The result is 0 (unstable in human liver microsomes). (5) The molecule is COc1ccccc1CNc1ncc(C(=O)NCCCO)c(NC2CCCC2)n1. The result is 1 (stable in human liver microsomes). (6) The drug is O=C(N[C@@H](Cc1c[nH]c2ccccc12)C(=O)Nc1ccncc1)c1ccccc1. The result is 1 (stable in human liver microsomes).